This data is from Peptide-MHC class I binding affinity with 185,985 pairs from IEDB/IMGT. The task is: Regression. Given a peptide amino acid sequence and an MHC pseudo amino acid sequence, predict their binding affinity value. This is MHC class I binding data. (1) The peptide sequence is HPRHYATVM. The MHC is HLA-B07:02 with pseudo-sequence HLA-B07:02. The binding affinity (normalized) is 1.00. (2) The peptide sequence is FFSPFFFSL. The MHC is HLA-B08:01 with pseudo-sequence HLA-B08:01. The binding affinity (normalized) is 0.213.